Dataset: Reaction yield outcomes from USPTO patents with 853,638 reactions. Task: Predict the reaction yield, written as a fraction of the theoretical maximum amount of product (1.0 means a 100% yield; for example, 0.34 means a 34% yield). (1) The product is [CH3:21][O:22][C:19](=[O:20])[C:9]1[C:14]([CH3:15])=[CH:13][CH:12]=[N:11][CH:10]=1. The reactants are C(N(CC)CC)C.Br[C:9]1[CH:10]=[N:11][CH:12]=[CH:13][C:14]=1[CH3:15].CN([CH:19]=[O:20])C.[CH3:21][OH:22]. The yield is 0.660. The catalyst is CC([O-])=O.CC([O-])=O.[Pd+2].C1C=CC(P(C2C=CC=CC=2)[C-]2C=CC=C2)=CC=1.C1C=CC(P(C2C=CC=CC=2)[C-]2C=CC=C2)=CC=1.[Fe+2]. (2) The reactants are Cl.Cl.[Cl:3][C:4]1[CH:5]=[N:6][C:7]2[NH:8][C:9]3[CH:10]=[CH:11][CH:12]=[C:13]([CH:26]=3)[CH2:14][CH2:15][C:16]3[CH:24]=[C:20]([NH:21][C:22]=1[N:23]=2)[CH:19]=[CH:18][C:17]=3[NH2:25].[Cl:27][C:28]1[CH:36]=[CH:35][C:31]([C:32](Cl)=[O:33])=[CH:30][CH:29]=1. No catalyst specified. The product is [ClH:3].[Cl:27][C:28]1[CH:36]=[CH:35][C:31]([C:32]([NH:25][C:17]2[CH:18]=[CH:19][C:20]3[NH:21][C:22]4[N:23]=[C:7]([NH:8][C:9]5[CH:10]=[CH:11][CH:12]=[C:13]([CH:26]=5)[CH2:14][CH2:15][C:16]=2[CH:24]=3)[N:6]=[CH:5][C:4]=4[Cl:3])=[O:33])=[CH:30][CH:29]=1. The yield is 0.660. (3) The catalyst is CC(=CC)C.C(Cl)Cl. The product is [CH2:18]([C@@H:19]([NH:28][NH:29][C:30](=[O:39])[C:31]1[CH:32]=[CH:33][C:34]([CH2:37][CH3:38])=[CH:35][CH:36]=1)[CH2:20][CH:21]=[CH2:22])[CH2:10][C:1]1[CH:6]=[CH:5][CH:4]=[CH:3][CH:2]=1. The reactants are [C:1]1([CH3:10])[CH:6]=[CH:5][C:4]([S@@](C)=O)=[CH:3][CH:2]=1.C([Si](Cl)(Cl)Cl)C=C.[CH3:18][C:19](=[N:28][NH:29][C:30](=[O:39])[C:31]1[CH:36]=[CH:35][C:34]([CH2:37][CH3:38])=[CH:33][CH:32]=1)[CH2:20][CH2:21][C:22]1C=CC=CC=1. The yield is 0.414.